From a dataset of Forward reaction prediction with 1.9M reactions from USPTO patents (1976-2016). Predict the product of the given reaction. (1) Given the reactants [C:1]([CH:3]([CH2:11][C:12]1[CH:17]=[CH:16][C:15]([C:18]2[CH:23]=[CH:22][CH:21]=[CH:20][N:19]=2)=[CH:14][CH:13]=1)[C:4]([O:6][C:7]([CH3:10])([CH3:9])[CH3:8])=[O:5])#[N:2].[OH-].[NH4+], predict the reaction product. The product is: [NH2:2][CH2:1][CH:3]([CH2:11][C:12]1[CH:13]=[CH:14][C:15]([C:18]2[CH:23]=[CH:22][CH:21]=[CH:20][N:19]=2)=[CH:16][CH:17]=1)[C:4]([O:6][C:7]([CH3:8])([CH3:9])[CH3:10])=[O:5]. (2) Given the reactants [O:1]1[CH:5]=[CH:4][CH:3]=[C:2]1[CH2:6][N:7]([CH2:9][C:10]1[CH:11]=[C:12]([CH:16]=[C:17]([CH3:19])[CH:18]=1)[C:13]([OH:15])=O)[CH3:8].CN(C(ON1N=NC2C=CC=CC1=2)=[N+](C)C)C.F[P-](F)(F)(F)(F)F.C1C=CC2N(O)N=NC=2C=1.C(N(CC)C(C)C)(C)C.[NH2:63][C@@H:64]([CH2:78][C:79]1[CH:84]=[C:83]([F:85])[CH:82]=[C:81]([F:86])[CH:80]=1)[C@H:65]([OH:77])[CH2:66][NH:67][CH2:68][C:69]1[CH:74]=[CH:73][CH:72]=[C:71]([CH2:75][CH3:76])[CH:70]=1.C(Cl)[Cl:88], predict the reaction product. The product is: [ClH:88].[ClH:88].[F:85][C:83]1[CH:84]=[C:79]([CH:80]=[C:81]([F:86])[CH:82]=1)[CH2:78][C@H:64]([NH:63][C:13](=[O:15])[C:12]1[CH:16]=[C:17]([CH3:19])[CH:18]=[C:10]([CH2:9][N:7]([CH2:6][C:2]2[O:1][CH:5]=[CH:4][CH:3]=2)[CH3:8])[CH:11]=1)[C@H:65]([OH:77])[CH2:66][NH:67][CH2:68][C:69]1[CH:74]=[CH:73][CH:72]=[C:71]([CH2:75][CH3:76])[CH:70]=1. (3) Given the reactants [NH2:1][C:2]1[CH:3]=[CH:4][C:5]([O:19][CH2:20][CH2:21][CH3:22])=[C:6]([C:8]2[NH:13][C:12](=[O:14])[C:11]([CH2:15][CH3:16])=[C:10]([CH2:17][CH3:18])[N:9]=2)[CH:7]=1.[CH2:23]([N:25]=[C:26]=[O:27])[CH3:24], predict the reaction product. The product is: [CH2:17]([C:10]1[N:9]=[C:8]([C:6]2[CH:7]=[C:2]([NH:1][C:26]([NH:25][CH2:23][CH3:24])=[O:27])[CH:3]=[CH:4][C:5]=2[O:19][CH2:20][CH2:21][CH3:22])[NH:13][C:12](=[O:14])[C:11]=1[CH2:15][CH3:16])[CH3:18]. (4) The product is: [Cl:13][C:4]1[CH:5]=[C:6]([CH:11]=[CH:12][C:3]=1[CH2:2][C:7]([O:9][CH3:10])=[O:8])[C:7]([O:9][CH3:10])=[O:8]. Given the reactants Br[CH2:2][C:3]1[CH:12]=[CH:11][C:6]([C:7]([O:9][CH3:10])=[O:8])=[CH:5][C:4]=1[Cl:13], predict the reaction product.